This data is from Forward reaction prediction with 1.9M reactions from USPTO patents (1976-2016). The task is: Predict the product of the given reaction. (1) Given the reactants [NH2:1][C:2]1[CH:3]=[C:4]2[C:9](=[CH:10][CH:11]=1)[C:8](=[O:12])[NH:7][C:6](=[O:13])[CH2:5]2.CO[CH:16]1[CH2:20][CH2:19][CH:18](OC)O1.Cl.ClC1C=CN=CC=1, predict the reaction product. The product is: [N:1]1([C:2]2[CH:3]=[C:4]3[C:9](=[CH:10][CH:11]=2)[C:8](=[O:12])[NH:7][C:6](=[O:13])[CH2:5]3)[CH:16]=[CH:20][CH:19]=[CH:18]1. (2) Given the reactants [CH3:1][C:2]1[C:7]([CH3:8])=[CH:6][C:5]([CH3:9])=[CH:4][C:3]=1[OH:10].Br[C:12]([CH3:18])([CH3:17])[C:13]([O:15][CH3:16])=[O:14].C(=O)([O-])[O-].[K+].[K+].O, predict the reaction product. The product is: [CH3:1][C:2]1[C:7]([CH3:8])=[CH:6][C:5]([CH3:9])=[CH:4][C:3]=1[O:10][C:12]([CH3:18])([CH3:17])[C:13]([O:15][CH3:16])=[O:14].